This data is from Catalyst prediction with 721,799 reactions and 888 catalyst types from USPTO. The task is: Predict which catalyst facilitates the given reaction. (1) Reactant: C(Cl)CCl.[Cl:5][C:6]1[S:7][CH:8]=[C:9]([C:11]([OH:13])=O)[N:10]=1.[Si:14]([O:21][CH2:22][CH2:23][NH:24][C:25]1[N:30]=[C:29]([O:31][CH3:32])[C:28]([NH2:33])=[C:27]([O:34][CH3:35])[N:26]=1)([C:17]([CH3:20])([CH3:19])[CH3:18])([CH3:16])[CH3:15].OC1C2N=NNC=2C=CC=1.C(N(CC)CC)C. Product: [Si:14]([O:21][CH2:22][CH2:23][NH:24][C:25]1[N:26]=[C:27]([O:34][CH3:35])[C:28]([NH:33][C:11]([C:9]2[N:10]=[C:6]([Cl:5])[S:7][CH:8]=2)=[O:13])=[C:29]([O:31][CH3:32])[N:30]=1)([C:17]([CH3:20])([CH3:19])[CH3:18])([CH3:16])[CH3:15]. The catalyst class is: 2. (2) The catalyst class is: 2. Reactant: [CH2:1]([O:8][C:9]1[N:14]=[C:13]([NH2:15])[C:12]([F:16])=[CH:11][N:10]=1)[C:2]1[CH:7]=[CH:6][CH:5]=[CH:4][CH:3]=1.[CH3:17][S:18][CH3:19].ClN1C(=O)CCC1=O.C[O-].[Na+].CO. Product: [CH2:1]([O:8][C:9]1[N:14]=[C:13]([N:15]=[S:18]([CH3:19])[CH3:17])[C:12]([F:16])=[CH:11][N:10]=1)[C:2]1[CH:3]=[CH:4][CH:5]=[CH:6][CH:7]=1. (3) The catalyst class is: 1. Reactant: [Cl:1][C:2]1[CH:3]=[CH:4][C:5]([OH:33])=[C:6]([C:8]2[C:12]([C:13]#[C:14][C:15]3[CH:20]=[CH:19][C:18]([NH:21][C:22]([C@@H:24]4[CH2:29][CH2:28][CH2:27][CH2:26][NH:25]4)=[O:23])=[CH:17][CH:16]=3)=[CH:11][N:10]([CH2:30][CH2:31][OH:32])[N:9]=2)[CH:7]=1.[NH:34]([C:45]([O:47][C:48]([CH3:51])([CH3:50])[CH3:49])=[O:46])[C@@H:35]([C:42](O)=[O:43])[C:36]1[CH:41]=[CH:40][CH:39]=[CH:38][CH:37]=1.CC(C)N=C=NC(C)C. Product: [C:48]([O:47][C:45](=[O:46])[NH:34][C@H:35]([C:36]1[CH:37]=[CH:38][CH:39]=[CH:40][CH:41]=1)[C:42]([N:25]1[CH2:26][CH2:27][CH2:28][CH2:29][C@H:24]1[C:22](=[O:23])[NH:21][C:18]1[CH:17]=[CH:16][C:15]([C:14]#[C:13][C:12]2[C:8]([C:6]3[CH:7]=[C:2]([Cl:1])[CH:3]=[CH:4][C:5]=3[OH:33])=[N:9][N:10]([CH2:30][CH2:31][OH:32])[CH:11]=2)=[CH:20][CH:19]=1)=[O:43])([CH3:51])([CH3:49])[CH3:50]. (4) Reactant: Br[C:2]1[CH:3]=[CH:4][C:5]([NH:8][C:9]2[N:10]=[N:11][N:12]([CH3:14])[N:13]=2)=[N:6][CH:7]=1.[F:15][C:16]1[CH:17]=[C:18]([N:31]2[CH2:35][C@H:34]([CH2:36][OH:37])[O:33][C:32]2=[O:38])[CH:19]=[CH:20][C:21]=1B1OC(C)(C)C(C)(C)O1.C(=O)([O-])[O-].[Cs+].[Cs+]. Product: [F:15][C:16]1[CH:17]=[C:18]([N:31]2[CH2:35][C@H:34]([CH2:36][OH:37])[O:33][C:32]2=[O:38])[CH:19]=[CH:20][C:21]=1[C:2]1[CH:7]=[N:6][C:5]([NH:8][C:9]2[N:10]=[N:11][N:12]([CH3:14])[N:13]=2)=[CH:4][CH:3]=1. The catalyst class is: 117. (5) Reactant: [CH3:1][O:2][N:3]=[CH:4][C:5]1[CH:10]=[CH:9][C:8]([F:11])=[CH:7][CH:6]=1.C([BH3-])#N.[Na+]. The catalyst class is: 15. Product: [F:11][C:8]1[CH:7]=[CH:6][C:5]([CH2:4][NH:3][O:2][CH3:1])=[CH:10][CH:9]=1. (6) Reactant: Cl[C:2]([O:4][CH2:5][C:6]([Cl:9])([Cl:8])[Cl:7])=[O:3].N1C=CC=CC=1.[CH:16]([O:19][CH:20]([O:35][CH:36]([CH3:38])[CH3:37])[C:21]([CH3:34])([CH3:33])[C:22](=[O:32])[C@H:23]([CH3:31])[C@@H:24]([OH:30])[C@@H:25]([CH3:29])[CH2:26][CH:27]=[CH2:28])([CH3:18])[CH3:17].[Na+].[Cl-]. Product: [CH:36]([O:35][CH:20]([O:19][CH:16]([CH3:18])[CH3:17])[C:21]([CH3:33])([CH3:34])[C:22](=[O:32])[C@H:23]([CH3:31])[C@@H:24]([O:30][C:2]([O:4][CH2:5][C:6]([Cl:9])([Cl:8])[Cl:7])=[O:3])[C@@H:25]([CH3:29])[CH2:26][CH:27]=[CH2:28])([CH3:38])[CH3:37]. The catalyst class is: 2. (7) Reactant: [CH3:1][O:2][C:3]1[CH:4]=[C:5]([CH:8]=[CH:9][C:10]=1[N+:11]([O-:13])=[O:12])[CH:6]=O.Cl.[NH2:15][OH:16]. Product: [CH3:1][O:2][C:3]1[CH:4]=[C:5]([CH:8]=[CH:9][C:10]=1[N+:11]([O-:13])=[O:12])[CH:6]=[N:15][OH:16]. The catalyst class is: 88. (8) Reactant: [N:1]1([C@@H:10]2[O:14][C@H:13]([CH2:15][O:16][Si:17]([CH:24]([CH3:26])[CH3:25])([CH:21]([CH3:23])[CH3:22])[CH:18]([CH3:20])[CH3:19])[C@@H:12]([OH:27])[CH2:11]2)[C:9]2[CH:8]=[CH:7][N:6]=[CH:5][C:4]=2[CH:3]=[CH:2]1.[C:28](OC(=O)C)(=[O:30])[CH3:29]. Product: [C:28]([O:27][C@H:12]1[CH2:11][C@H:10]([N:1]2[C:9]3[CH:8]=[CH:7][N:6]=[CH:5][C:4]=3[CH:3]=[CH:2]2)[O:14][C@@H:13]1[CH2:15][O:16][Si:17]([CH:21]([CH3:23])[CH3:22])([CH:24]([CH3:26])[CH3:25])[CH:18]([CH3:20])[CH3:19])(=[O:30])[CH3:29]. The catalyst class is: 377. (9) Reactant: [Br-].[C:2]1([PH+:8]([C:15]2[CH:20]=[CH:19][CH:18]=[CH:17][CH:16]=2)[C:9]2[CH:14]=[CH:13][CH:12]=[CH:11][CH:10]=2)[CH:7]=[CH:6][CH:5]=[CH:4][CH:3]=1.[Br:21][C:22]1[CH:23]=[C:24]2[C:28](=[CH:29][CH:30]=1)[NH:27][N:26]=[C:25]2[CH2:31]O. Product: [Br-:21].[Br:21][C:22]1[CH:23]=[C:24]2[C:28](=[CH:29][CH:30]=1)[NH:27][N:26]=[C:25]2[CH2:31][P+:8]([C:2]1[CH:3]=[CH:4][CH:5]=[CH:6][CH:7]=1)([C:9]1[CH:14]=[CH:13][CH:12]=[CH:11][CH:10]=1)[C:15]1[CH:16]=[CH:17][CH:18]=[CH:19][CH:20]=1. The catalyst class is: 10. (10) Reactant: C([O:3][C:4](=[O:14])[C:5]([C:7]1[S:8][CH:9]=[C:10]([Br:13])[C:11]=1[Br:12])=[O:6])C.[OH-].[Na+].Cl. Product: [Br:12][C:11]1[C:10]([Br:13])=[CH:9][S:8][C:7]=1[C:5](=[O:6])[C:4]([OH:14])=[O:3]. The catalyst class is: 6.